This data is from Reaction yield outcomes from USPTO patents with 853,638 reactions. The task is: Predict the reaction yield, written as a fraction of the theoretical maximum amount of product (1.0 means a 100% yield; for example, 0.34 means a 34% yield). (1) The reactants are [Cl:1][C:2]1[N:3]=[C:4]([N:9]2[CH2:14][CH2:13][O:12][CH2:11][CH2:10]2)[S:5][C:6]=1[CH:7]=O.[CH:15]([NH:18][C:19]([C@@H:21]1[C@H:26]([NH:27][C:28]2[C:33]([Cl:34])=[CH:32][N:31]=[C:30]([NH2:35])[C:29]=2[NH2:36])[C@@H:25]2[CH2:37][C@H:22]1[CH:23]=[CH:24]2)=[O:20])([CH3:17])[CH3:16].C([O-])(=O)C.[NH4+]. No catalyst specified. The product is [CH:15]([NH:18][C:19]([C@@H:21]1[C@H:26]([NH:27][C:28]2[C:33]([Cl:34])=[CH:32][N:31]=[C:30]3[NH:35][C:7]([C:6]4[S:5][C:4]([N:9]5[CH2:14][CH2:13][O:12][CH2:11][CH2:10]5)=[N:3][C:2]=4[Cl:1])=[N:36][C:29]=23)[C@@H:25]2[CH2:37][C@H:22]1[CH:23]=[CH:24]2)=[O:20])([CH3:17])[CH3:16]. The yield is 0.0900. (2) The yield is 0.100. The reactants are O[CH2:2][C:3]([C:5]1C=[CH:9][CH:8]=[CH:7][CH:6]=1)=O.[C:11]([OH:14])(=O)[CH3:12].[CH:15]([NH2:17])=[NH:16].[Na]. The product is [N:16]1[CH:2]=[CH:3][C:5]([C:6]2[CH:7]=[CH:8][CH:9]=[CH:12][C:11]=2[OH:14])=[N:17][CH:15]=1. The catalyst is COC(OC)N(C)C.C(O)C. (3) The reactants are CI.[CH3:3][O:4][C:5](=[O:16])[C:6]1[C:7](=[CH:9][CH:10]=[C:11]([C:13](=[O:15])[CH3:14])[CH:12]=1)[OH:8].[C:17](=O)([O-])[O-].[Na+].[Na+].Cl. The catalyst is O.CN(C)C=O. The product is [CH3:3][O:4][C:5](=[O:16])[C:6]1[CH:12]=[C:11]([C:13](=[O:15])[CH3:14])[CH:10]=[CH:9][C:7]=1[O:8][CH3:17]. The yield is 0.965. (4) The reactants are [Cl-].O[NH3+:3].[C:4](=[O:7])([O-])[OH:5].[Na+].CS(C)=O.[OH:13][C:14]([CH3:45])([CH3:44])[CH2:15][N:16]1[C:21](=[O:22])[C:20]([CH2:23][C:24]2[CH:29]=[CH:28][C:27]([C:30]3[C:31]([C:36]#[N:37])=[CH:32][CH:33]=[CH:34][CH:35]=3)=[CH:26][CH:25]=2)=[C:19]([CH2:38][CH2:39][CH3:40])[N:18]2[N:41]=[CH:42][N:43]=[C:17]12. The catalyst is C(OCC)(=O)C. The product is [OH:13][C:14]([CH3:44])([CH3:45])[CH2:15][N:16]1[C:21](=[O:22])[C:20]([CH2:23][C:24]2[CH:25]=[CH:26][C:27]([C:30]3[CH:35]=[CH:34][CH:33]=[CH:32][C:31]=3[C:36]3[NH:3][C:4](=[O:7])[O:5][N:37]=3)=[CH:28][CH:29]=2)=[C:19]([CH2:38][CH2:39][CH3:40])[N:18]2[N:41]=[CH:42][N:43]=[C:17]12. The yield is 0.240. (5) The product is [Cl:16][CH2:17][C:18]([NH:1][C:2]1[C:7]([OH:8])=[CH:6][CH:5]=[CH:4][N:3]=1)=[O:19]. The reactants are [NH2:1][C:2]1[C:7]([OH:8])=[CH:6][CH:5]=[CH:4][N:3]=1.C(N(CC)CC)C.[Cl:16][CH2:17][C:18](Cl)=[O:19]. The yield is 0.200. The catalyst is CN(C=O)C.O.C(OCC)(=O)C. (6) The reactants are [CH3:1][O:2][C:3]1[CH:18]=[CH:17][C:16]([N+:19]([O-])=O)=[CH:15][C:4]=1[O:5][CH2:6][CH2:7][N:8]1[CH2:13][CH2:12][CH:11]([CH3:14])[CH2:10][CH2:9]1. The product is [CH3:1][O:2][C:3]1[CH:18]=[CH:17][C:16]([NH2:19])=[CH:15][C:4]=1[O:5][CH2:6][CH2:7][N:8]1[CH2:13][CH2:12][CH:11]([CH3:14])[CH2:10][CH2:9]1. The yield is 0.990. The catalyst is [Pd].CCO. (7) The reactants are [F:1][C:2]1[CH:7]=[CH:6][C:5]([OH:8])=[CH:4][CH:3]=1.Br[C:10]1[CH:15]=[CH:14][C:13]([Br:16])=[CH:12][N:11]=1.CN(C)C=O.[H-].[Na+]. The catalyst is O. The product is [Br:16][C:13]1[CH:14]=[CH:15][C:10]([O:8][C:5]2[CH:6]=[CH:7][C:2]([F:1])=[CH:3][CH:4]=2)=[N:11][CH:12]=1. The yield is 0.750.